This data is from Peptide-MHC class II binding affinity with 134,281 pairs from IEDB. The task is: Regression. Given a peptide amino acid sequence and an MHC pseudo amino acid sequence, predict their binding affinity value. This is MHC class II binding data. The MHC is HLA-DQA10102-DQB10502 with pseudo-sequence HLA-DQA10102-DQB10502. The binding affinity (normalized) is 0.247. The peptide sequence is KTLEAAFTVSSKRNL.